From a dataset of Catalyst prediction with 721,799 reactions and 888 catalyst types from USPTO. Predict which catalyst facilitates the given reaction. (1) Reactant: [H-].[Na+].[Cl:3][C:4]1[CH:11]=[CH:10][C:7]([NH:8][CH3:9])=[C:6]([N+:12]([O-:14])=[O:13])[CH:5]=1.[Cl:15][C:16]1[S:20][C:19]([S:21](Cl)(=[O:23])=[O:22])=[CH:18][CH:17]=1.O. Product: [Cl:3][C:4]1[CH:11]=[CH:10][C:7]([N:8]([CH3:9])[S:21]([C:19]2[S:20][C:16]([Cl:15])=[CH:17][CH:18]=2)(=[O:23])=[O:22])=[C:6]([N+:12]([O-:14])=[O:13])[CH:5]=1. The catalyst class is: 3. (2) Reactant: [CH2:1]([C:5]1[O:9][N:8]=[C:7]([C:10]([OH:12])=O)[CH:6]=1)[CH2:2][CH2:3][CH3:4].Cl.[O:14]1[CH2:18][CH2:17][CH:16]([CH2:19][NH2:20])[CH2:15]1.C(N(CC)CC)C.ON1C2C=CC=CC=2N=N1.Cl.C(N=C=NCCCN(C)C)C. Product: [O:14]1[CH2:18][CH2:17][CH:16]([CH2:19][NH:20][C:10]([C:7]2[CH:6]=[C:5]([CH2:1][CH2:2][CH2:3][CH3:4])[O:9][N:8]=2)=[O:12])[CH2:15]1. The catalyst class is: 22.